The task is: Regression/Classification. Given a drug SMILES string, predict its toxicity properties. Task type varies by dataset: regression for continuous values (e.g., LD50, hERG inhibition percentage) or binary classification for toxic/non-toxic outcomes (e.g., AMES mutagenicity, cardiotoxicity, hepatotoxicity). Dataset: ames.. This data is from Ames mutagenicity test results for genotoxicity prediction. The molecule is Nc1ccc2snc(Cl)c2c1. The result is 1 (mutagenic).